Dataset: Peptide-MHC class II binding affinity with 134,281 pairs from IEDB. Task: Regression. Given a peptide amino acid sequence and an MHC pseudo amino acid sequence, predict their binding affinity value. This is MHC class II binding data. (1) The peptide sequence is VSGAAVVSGFVVASL. The MHC is H-2-IAd with pseudo-sequence H-2-IAd. The binding affinity (normalized) is 0.555. (2) The peptide sequence is SDYVYQPFPKTVWEQ. The MHC is HLA-DPA10201-DPB11401 with pseudo-sequence HLA-DPA10201-DPB11401. The binding affinity (normalized) is 0. (3) The peptide sequence is TLWQRPIVTIKIGGQLREAL. The MHC is HLA-DQA10101-DQB10501 with pseudo-sequence HLA-DQA10101-DQB10501. The binding affinity (normalized) is 0.0434.